Task: Predict the product of the given reaction.. Dataset: Forward reaction prediction with 1.9M reactions from USPTO patents (1976-2016) (1) Given the reactants [Cl:1][C:2]1[CH:7]=[CH:6][C:5]([CH:8]([NH:12][C:13]2[NH:14][N:15]3[C:22]([CH:23]4[CH2:28][CH2:27][NH:26][CH2:25][CH2:24]4)=[N:21][CH:20]=[C:16]3[C:17](=[O:19])[N:18]=2)[CH2:9][CH2:10][OH:11])=[CH:4][CH:3]=1.[CH3:29][C:30]([O:33][C:34](O[C:34]([O:33][C:30]([CH3:32])([CH3:31])[CH3:29])=[O:35])=[O:35])([CH3:32])[CH3:31], predict the reaction product. The product is: [Cl:1][C:2]1[CH:7]=[CH:6][C:5]([CH:8]([NH:12][C:13]2[NH:14][N:15]3[C:22]([CH:23]4[CH2:28][CH2:27][N:26]([C:34]([O:33][C:30]([CH3:32])([CH3:31])[CH3:29])=[O:35])[CH2:25][CH2:24]4)=[N:21][CH:20]=[C:16]3[C:17](=[O:19])[N:18]=2)[CH2:9][CH2:10][OH:11])=[CH:4][CH:3]=1. (2) Given the reactants [Cl:1][C:2]1[CH:7]=[CH:6][C:5]([CH:8]([N:12]2[CH2:17][CH2:16][CH2:15][CH2:14][CH2:13]2)[C:9]([OH:11])=[O:10])=[CH:4][CH:3]=1.C1CCC(N=C=NC2CCCCC2)CC1.C1C=CC2N(O)N=NC=2C=1.[N:43]12[CH2:50][CH2:49][CH:46]([CH2:47][CH2:48]1)[C@@H:45](O)[CH2:44]2, predict the reaction product. The product is: [Cl:1][C:2]1[CH:3]=[CH:4][C:5]([CH:8]([N:12]2[CH2:17][CH2:16][CH2:15][CH2:14][CH2:13]2)[C:9]([O:11][C@@H:45]2[CH:46]3[CH2:49][CH2:50][N:43]([CH2:48][CH2:47]3)[CH2:44]2)=[O:10])=[CH:6][CH:7]=1. (3) Given the reactants [Si]([O:8][C@@H:9]1[CH2:13][C@H:12]([O:14][C:15]2[C:20]([F:21])=[CH:19][C:18]([S:22]([N:25]([CH2:32][C:33]3[CH:38]=[CH:37][C:36]([O:39][CH3:40])=[CH:35][C:34]=3[O:41][CH3:42])[C:26]3[CH:31]=[CH:30][N:29]=[CH:28][N:27]=3)(=[O:24])=[O:23])=[C:17]([F:43])[CH:16]=2)[C@@H:11]([C:44]2[N:48]([CH3:49])[N:47]=[CH:46][CH:45]=2)[CH2:10]1)(C(C)(C)C)(C)C.[F-].C([N+](CCCC)(CCCC)CCCC)CCC.Cl, predict the reaction product. The product is: [CH3:42][O:41][C:34]1[CH:35]=[C:36]([O:39][CH3:40])[CH:37]=[CH:38][C:33]=1[CH2:32][N:25]([C:26]1[CH:31]=[CH:30][N:29]=[CH:28][N:27]=1)[S:22]([C:18]1[CH:19]=[C:20]([F:21])[C:15]([O:14][C@H:12]2[CH2:13][C@@H:9]([OH:8])[CH2:10][C@@H:11]2[C:44]2[N:48]([CH3:49])[N:47]=[CH:46][CH:45]=2)=[CH:16][C:17]=1[F:43])(=[O:23])=[O:24]. (4) Given the reactants [CH:1]1([N:6]2[CH2:12][CH:11]([CH3:13])[C:10](=[O:14])[N:9]([CH3:15])[C:8]3[CH:16]=[N:17][C:18]([NH:20][C:21]4[CH:29]=[CH:28][C:24]([C:25](O)=[O:26])=[CH:23][C:22]=4[CH3:30])=[N:19][C:7]2=3)[CH2:5][CH2:4][CH2:3][CH2:2]1.F[P-](F)(F)(F)(F)F.CN(C(N(C)C)=[N+]1C2C(=NC=CC=2)[N+]([O-])=N1)C.C(N(C(C)C)C(C)C)C.[NH2:64][CH:65]1[CH2:70][CH2:69][N:68]([CH3:71])[CH2:67][CH2:66]1, predict the reaction product. The product is: [CH:1]1([N:6]2[CH2:12][CH:11]([CH3:13])[C:10](=[O:14])[N:9]([CH3:15])[C:8]3[CH:16]=[N:17][C:18]([NH:20][C:21]4[CH:29]=[CH:28][C:24]([C:25]([NH:64][CH:65]5[CH2:70][CH2:69][N:68]([CH3:71])[CH2:67][CH2:66]5)=[O:26])=[CH:23][C:22]=4[CH3:30])=[N:19][C:7]2=3)[CH2:2][CH2:3][CH2:4][CH2:5]1. (5) Given the reactants [Br:1][C:2]1[CH:3]=[C:4]2[C:9](=[CH:10][CH:11]=1)[C:8](=[O:12])[N:7]([CH2:13][CH:14]([CH3:16])[CH3:15])[C:6]([CH2:17]O)=[C:5]2[C:19]1[CH:24]=[CH:23][CH:22]=[CH:21][CH:20]=1.S(Cl)([Cl:27])=O, predict the reaction product. The product is: [Br:1][C:2]1[CH:3]=[C:4]2[C:9](=[CH:10][CH:11]=1)[C:8](=[O:12])[N:7]([CH2:13][CH:14]([CH3:16])[CH3:15])[C:6]([CH2:17][Cl:27])=[C:5]2[C:19]1[CH:24]=[CH:23][CH:22]=[CH:21][CH:20]=1.